From a dataset of Catalyst prediction with 721,799 reactions and 888 catalyst types from USPTO. Predict which catalyst facilitates the given reaction. (1) Reactant: [C:1]([O:5][C:6](=[O:23])[C@@H:7]([N:9]=[C:10]([C:17]1[CH:22]=[CH:21][CH:20]=[CH:19][CH:18]=1)[C:11]1[CH:16]=[CH:15][CH:14]=[CH:13][CH:12]=1)[CH3:8])([CH3:4])([CH3:3])[CH3:2].C[Si]([N-][Si](C)(C)C)(C)C.[Na+].[C:34]([O:38][C:39](=[O:48])[NH:40][C@H:41]1[CH2:45][CH2:44][C@H:43]([CH2:46]I)[CH2:42]1)([CH3:37])([CH3:36])[CH3:35]. Product: [C:1]([O:5][C:6](=[O:23])[C:7]([N:9]=[C:10]([C:11]1[CH:12]=[CH:13][CH:14]=[CH:15][CH:16]=1)[C:17]1[CH:18]=[CH:19][CH:20]=[CH:21][CH:22]=1)([CH3:8])[CH2:46][C@@H:43]1[CH2:44][CH2:45][C@@H:41]([NH:40][C:39]([O:38][C:34]([CH3:37])([CH3:36])[CH3:35])=[O:48])[CH2:42]1)([CH3:2])([CH3:3])[CH3:4]. The catalyst class is: 1. (2) Reactant: C([N:8]1[CH2:13][CH2:12][CH:11]([O:14][C:15]2[CH:16]=[C:17]([NH:21][C:22](=[O:31])[C:23]3[CH:28]=[CH:27][C:26]([F:29])=[CH:25][C:24]=3[Cl:30])[CH:18]=[CH:19][CH:20]=2)[CH:10]([CH3:32])[CH2:9]1)C1C=CC=CC=1.ClC(OC(Cl)C)=O. Product: [ClH:30].[Cl:30][C:24]1[CH:25]=[C:26]([F:29])[CH:27]=[CH:28][C:23]=1[C:22]([NH:21][C:17]1[CH:18]=[CH:19][CH:20]=[C:15]([O:14][CH:11]2[CH2:12][CH2:13][NH:8][CH2:9][CH:10]2[CH3:32])[CH:16]=1)=[O:31]. The catalyst class is: 26.